This data is from Forward reaction prediction with 1.9M reactions from USPTO patents (1976-2016). The task is: Predict the product of the given reaction. (1) Given the reactants [O:1]([C:8]1[CH:13]=[CH:12][C:11](B(O)O)=[CH:10][CH:9]=1)[C:2]1[CH:7]=[CH:6][CH:5]=[CH:4][CH:3]=1.Br[C:18]1[CH:19]=[C:20]([CH:22]=[CH:23][CH:24]=1)[NH2:21].C([O-])([O-])=O.[Na+].[Na+], predict the reaction product. The product is: [O:1]([C:8]1[CH:13]=[CH:12][C:11]([C:18]2[CH:24]=[CH:23][CH:22]=[C:20]([NH2:21])[CH:19]=2)=[CH:10][CH:9]=1)[C:2]1[CH:7]=[CH:6][CH:5]=[CH:4][CH:3]=1. (2) Given the reactants [Br:1][C:2]1[CH:3]=[C:4]([OH:11])[C:5](=[CH:9][CH:10]=1)[C:6]([OH:8])=[O:7].S(=O)(=O)(O)O.[CH3:17]O, predict the reaction product. The product is: [Br:1][C:2]1[CH:3]=[C:4]([OH:11])[C:5](=[CH:9][CH:10]=1)[C:6]([O:8][CH3:17])=[O:7]. (3) Given the reactants Cl.Cl.[F:3][C:4]1[CH:9]=[C:8]([F:10])[CH:7]=[CH:6][C:5]=1[C:11]1[N:12]=[N:13][N:14]2[C:19]=1[CH2:18][O:17][C@H:16]1[CH2:20][NH:21][CH2:22][C@H:15]21.CCN(C(C)C)C(C)C.[CH3:32][C:33]1[O:34][C:35]([CH3:41])=[CH:36][C:37]=1[C:38](Cl)=[O:39], predict the reaction product. The product is: [F:3][C:4]1[CH:9]=[C:8]([F:10])[CH:7]=[CH:6][C:5]=1[C:11]1[N:12]=[N:13][N:14]2[C:19]=1[CH2:18][O:17][C@H:16]1[CH2:20][N:21]([C:38]([C:37]3[CH:36]=[C:35]([CH3:41])[O:34][C:33]=3[CH3:32])=[O:39])[CH2:22][C@H:15]21.